This data is from Forward reaction prediction with 1.9M reactions from USPTO patents (1976-2016). The task is: Predict the product of the given reaction. (1) Given the reactants C([SiH](CC)CC)C.FC(F)(F)C(O)=O.[C:15]1([S:21]([C:24]2[CH:29]=[CH:28][N:27]=[CH:26][C:25]=2[CH:30]=O)(=[O:23])=[O:22])[CH:20]=[CH:19][CH:18]=[CH:17][CH:16]=1.[CH3:32][O:33][C:34](=[O:47])[CH2:35][N:36]1[C:44]2[C:39](=[CH:40][C:41]([F:45])=[CH:42][CH:43]=2)[CH:38]=[C:37]1[CH3:46], predict the reaction product. The product is: [CH3:32][O:33][C:34](=[O:47])[CH2:35][N:36]1[C:44]2[C:39](=[CH:40][C:41]([F:45])=[CH:42][CH:43]=2)[C:38]([CH2:30][C:25]2[CH:26]=[N:27][CH:28]=[CH:29][C:24]=2[S:21]([C:15]2[CH:16]=[CH:17][CH:18]=[CH:19][CH:20]=2)(=[O:22])=[O:23])=[C:37]1[CH3:46]. (2) Given the reactants [F:1][C:2]1([C:6]2[C:7]([O:15][C@@H:16]([CH3:21])[C:17]([F:20])([F:19])[F:18])=[CH:8][C:9]([C:12]([OH:14])=O)=[N:10][CH:11]=2)[CH2:5][O:4][CH2:3]1.[CH:22]1([CH2:25][C:26]([C:29]2[O:30][C:31]([CH3:34])=[N:32][N:33]=2)([NH2:28])[CH3:27])[CH2:24][CH2:23]1, predict the reaction product. The product is: [CH:22]1([CH2:25][C:26]([NH:28][C:12]([C:9]2[CH:8]=[C:7]([O:15][C@@H:16]([CH3:21])[C:17]([F:18])([F:20])[F:19])[C:6]([C:2]3([F:1])[CH2:5][O:4][CH2:3]3)=[CH:11][N:10]=2)=[O:14])([C:29]2[O:30][C:31]([CH3:34])=[N:32][N:33]=2)[CH3:27])[CH2:24][CH2:23]1. (3) Given the reactants C([O:3][C:4](=[O:20])[C:5]([CH3:19])([CH3:18])[CH2:6][CH2:7][CH2:8][CH2:9][O:10][CH2:11][C:12]1[CH:17]=[CH:16][CH:15]=[CH:14][CH:13]=1)C.[OH-].[K+].O, predict the reaction product. The product is: [CH2:11]([O:10][CH2:9][CH2:8][CH2:7][CH2:6][C:5]([CH3:19])([CH3:18])[C:4]([OH:20])=[O:3])[C:12]1[CH:17]=[CH:16][CH:15]=[CH:14][CH:13]=1. (4) The product is: [F:1][C:2]1[C:7]([C:8]([O:10][CH3:11])=[O:9])=[C:6]([O:12][CH3:13])[C:5]([N:14]([CH2:34][C:33]2[CH:36]=[CH:37][C:30]([O:29][CH3:28])=[CH:31][CH:32]=2)[S:15]([CH2:18][CH2:19][CH3:20])(=[O:17])=[O:16])=[CH:4][CH:3]=1. Given the reactants [F:1][C:2]1[C:7]([C:8]([O:10][CH3:11])=[O:9])=[C:6]([O:12][CH3:13])[C:5]([NH:14][S:15]([CH2:18][CH2:19][CH3:20])(=[O:17])=[O:16])=[CH:4][CH:3]=1.CN(C)C=O.[H-].[Na+].[CH3:28][O:29][C:30]1[CH:37]=[CH:36][C:33]([CH2:34]Cl)=[CH:32][CH:31]=1, predict the reaction product. (5) The product is: [NH2:30][C:29]1[N:3]2[N:4]=[CH:5][CH:6]=[C:2]2[N:1]=[C:26]([CH3:27])[C:25]=1[C:22]1[CH:21]=[CH:20][C:19]([NH:18][S:15]([C:9]2[CH:10]=[CH:11][CH:12]=[C:13]([Cl:14])[C:8]=2[Cl:7])(=[O:17])=[O:16])=[CH:24][CH:23]=1. Given the reactants [NH2:1][C:2]1[CH:6]=[CH:5][NH:4][N:3]=1.[Cl:7][C:8]1[C:13]([Cl:14])=[CH:12][CH:11]=[CH:10][C:9]=1[S:15]([NH:18][C:19]1[CH:24]=[CH:23][C:22]([CH:25]([C:29]#[N:30])[C:26](=O)[CH3:27])=[CH:21][CH:20]=1)(=[O:17])=[O:16].Cl, predict the reaction product.